This data is from Merck oncology drug combination screen with 23,052 pairs across 39 cell lines. The task is: Regression. Given two drug SMILES strings and cell line genomic features, predict the synergy score measuring deviation from expected non-interaction effect. Drug 1: O=S1(=O)NC2(CN1CC(F)(F)F)C1CCC2Cc2cc(C=CCN3CCC(C(F)(F)F)CC3)ccc2C1. Drug 2: CC1CC2C3CCC4=CC(=O)C=CC4(C)C3(F)C(O)CC2(C)C1(O)C(=O)CO. Cell line: RKO. Synergy scores: synergy=4.66.